Dataset: Reaction yield outcomes from USPTO patents with 853,638 reactions. Task: Predict the reaction yield, written as a fraction of the theoretical maximum amount of product (1.0 means a 100% yield; for example, 0.34 means a 34% yield). (1) The reactants are C[O:2][C:3]1[CH:8]=[C:7]([O:9]C)[CH:6]=[CH:5][C:4]=1[C:11]1[CH:16]=[CH:15][CH:14]=[C:13]([C:17]([NH:19][C:20]2[CH:21]=[C:22]([CH:26]=[CH:27][CH:28]=2)[C:23]([OH:25])=[O:24])=[O:18])[CH:12]=1.B(Br)(Br)Br. No catalyst specified. The product is [OH:2][C:3]1[CH:8]=[C:7]([OH:9])[CH:6]=[CH:5][C:4]=1[C:11]1[CH:16]=[CH:15][CH:14]=[C:13]([C:17]([NH:19][C:20]2[CH:21]=[C:22]([CH:26]=[CH:27][CH:28]=2)[C:23]([OH:25])=[O:24])=[O:18])[CH:12]=1. The yield is 0.260. (2) The reactants are [F:1][C:2]1[CH:7]=[C:6]([I:8])[CH:5]=[CH:4][C:3]=1[N:9]1[C:21]2[C:12](=[CH:13][C:14]3[C:15]([CH3:23])=[N:16][CH:17]=[N:18][C:19]=3[C:20]=2[F:22])[NH:11][C:10]1=[O:24].[Li+].C[Si]([N-][Si](C)(C)C)(C)C.[CH:35]1([S:38](Cl)(=[O:40])=[O:39])[CH2:37][CH2:36]1. The catalyst is C1COCC1. The product is [F:1][C:2]1[CH:7]=[C:6]([I:8])[CH:5]=[CH:4][C:3]=1[N:9]1[C:21]2[C:12](=[CH:13][C:14]3[C:15]([CH3:23])=[N:16][CH:17]=[N:18][C:19]=3[C:20]=2[F:22])[N:11]([S:38]([CH:35]2[CH2:37][CH2:36]2)(=[O:40])=[O:39])[C:10]1=[O:24]. The yield is 0.750. (3) The reactants are [Cl:1][C:2]1[N:7]=[C:6](Cl)[N:5]=[C:4]([NH:9][C:10]2[CH:15]=[CH:14][CH:13]=[CH:12][CH:11]=2)[N:3]=1.[NH2:16][C:17]1[CH:18]=[C:19]2[C:23](=[CH:24][CH:25]=1)[CH2:22][CH2:21][CH2:20]2. No catalyst specified. The product is [Cl:1][C:2]1[N:7]=[C:6]([NH:16][C:17]2[CH:18]=[C:19]3[C:23](=[CH:24][CH:25]=2)[CH2:22][CH2:21][CH2:20]3)[N:5]=[C:4]([NH:9][C:10]2[CH:15]=[CH:14][CH:13]=[CH:12][CH:11]=2)[N:3]=1. The yield is 0.370. (4) The product is [Cl:2][C:13](=[CH2:14])[C:8]([CH3:16])([CH3:7])[C:9]([O:11][CH3:12])=[O:10]. The reactants are P(Cl)(Cl)(Cl)(Cl)[Cl:2].[CH3:7][C:8]([CH3:16])([C:13](=O)[CH3:14])[C:9]([O:11][CH3:12])=[O:10]. The catalyst is C(Cl)Cl.CN(C=O)C. The yield is 0.230. (5) The reactants are Br[CH2:2][C:3]1[NH:8][C:7]([C:9]2[S:10][CH:11]=[CH:12][N:13]=2)=[N:6][CH:5]([C:14]2[CH:19]=[CH:18][C:17]([F:20])=[CH:16][C:15]=2[Cl:21])[C:4]=1[C:22]([O:24][CH3:25])=[O:23].[NH:26]1[CH2:31][CH2:30][O:29][CH2:28][C@@H:27]1[CH2:32][OH:33]. No catalyst specified. The product is [Cl:21][C:15]1[CH:16]=[C:17]([F:20])[CH:18]=[CH:19][C:14]=1[CH:5]1[C:4]([C:22]([O:24][CH3:25])=[O:23])=[C:3]([CH2:2][N:26]2[CH2:31][CH2:30][O:29][CH2:28][C@@H:27]2[CH2:32][OH:33])[NH:8][C:7]([C:9]2[S:10][CH:11]=[CH:12][N:13]=2)=[N:6]1. The yield is 0.390. (6) The catalyst is CC(N(C)C)=O.O. The yield is 0.980. The product is [C:1]([N:4]1[CH2:9][CH2:8][N:7]([C:20]2[CH:21]=[CH:22][C:23]([N+:28]([O-:30])=[O:29])=[C:24]([CH:27]=2)[C:25]#[N:26])[CH2:6][CH2:5]1)(=[O:3])[CH3:2]. The reactants are [C:1]([N:4]1[CH2:9][CH2:8][NH:7][CH2:6][CH2:5]1)(=[O:3])[CH3:2].C(N(CC)C(C)C)(C)C.F[C:20]1[CH:21]=[CH:22][C:23]([N+:28]([O-:30])=[O:29])=[C:24]([CH:27]=1)[C:25]#[N:26].